Dataset: Full USPTO retrosynthesis dataset with 1.9M reactions from patents (1976-2016). Task: Predict the reactants needed to synthesize the given product. (1) The reactants are: Br[C:2]1[C:3]2[CH:12]=[C:11]([C:13]([NH:15][CH2:16][CH3:17])=[O:14])[NH:10][C:4]=2[C:5](=[O:9])[N:6]([CH3:8])[CH:7]=1.[CH3:18][C:19]1([CH3:35])[C:23]([CH3:25])([CH3:24])[O:22][B:21]([B:21]2[O:22][C:23]([CH3:25])([CH3:24])[C:19]([CH3:35])([CH3:18])[O:20]2)[O:20]1.C1(P(C2CCCCC2)C2C=CC=CC=2C2C(C(C)C)=CC(C(C)C)=CC=2C(C)C)CCCCC1.C([O-])(=O)C.[K+]. Given the product [CH2:16]([NH:15][C:13]([C:11]1[NH:10][C:4]2[C:5](=[O:9])[N:6]([CH3:8])[CH:7]=[C:2]([B:21]3[O:22][C:23]([CH3:25])([CH3:24])[C:19]([CH3:35])([CH3:18])[O:20]3)[C:3]=2[CH:12]=1)=[O:14])[CH3:17], predict the reactants needed to synthesize it. (2) Given the product [CH3:13][O:12][C:10]([C:2]1[S:1][C:5]2=[N+:6]([O-:14])[CH:7]=[CH:8][CH:9]=[C:4]2[CH:3]=1)=[O:11], predict the reactants needed to synthesize it. The reactants are: [S:1]1[C:5]2=[N:6][CH:7]=[CH:8][CH:9]=[C:4]2[CH:3]=[C:2]1[C:10]([O:12][CH3:13])=[O:11].[OH2:14]. (3) Given the product [CH2:18]1[CH2:19][N:11]([CH2:10][CH2:9][P:4]([OH:5])([OH:8])=[O:3])[C:12]2=[C:13]([OH:21])[C:14](=[O:20])[C:15]2=[N:16][CH2:17]1, predict the reactants needed to synthesize it. The reactants are: C([O:3][P:4]([CH2:9][CH2:10][N:11]1[CH2:19][CH2:18][CH2:17][NH:16][C:15]2[C:14](=[O:20])[C:13](=[O:21])[C:12]1=2)(=[O:8])[O:5]CC)C.[I-].[K+].C[Si](Cl)(C)C.O.